This data is from Catalyst prediction with 721,799 reactions and 888 catalyst types from USPTO. The task is: Predict which catalyst facilitates the given reaction. (1) Product: [F:25][C:22]1[CH:23]=[CH:24][C:19]([C:18]2[C:13]3[CH:12]=[CH:11][C:10](=[O:31])[N:9]([C:3]4[C:2]([F:1])=[CH:7][CH:6]=[CH:5][C:4]=4[F:8])[C:14]=3[N:15]=[C:16]([NH:32][C:33]([CH3:37])([CH3:36])[CH2:34][OH:35])[N:17]=2)=[C:20]([CH3:26])[CH:21]=1. The catalyst class is: 1. Reactant: [F:1][C:2]1[CH:7]=[CH:6][CH:5]=[C:4]([F:8])[C:3]=1[N:9]1[C:14]2[N:15]=[C:16](S(C)(=O)=O)[N:17]=[C:18]([C:19]3[CH:24]=[CH:23][C:22]([F:25])=[CH:21][C:20]=3[CH3:26])[C:13]=2[CH:12]=[CH:11][C:10]1=[O:31].[NH2:32][C:33]([CH3:37])([CH3:36])[CH2:34][OH:35]. (2) The catalyst class is: 27. Reactant: CCOCC.[Mg+2].[Br-:7].[Br-].S(O[CH2:14][CH2:15][CH:16]([CH2:18][CH2:19][CH2:20][CH:21]([CH2:23][CH2:24][CH2:25][CH:26]([CH2:28][CH2:29][CH2:30][CH:31]([CH3:33])[CH3:32])[CH3:27])[CH3:22])[CH3:17])(=O)(=O)C. Product: [CH2:14]([Br:7])[CH2:15][CH:16]([CH2:18][CH2:19][CH2:20][CH:21]([CH2:23][CH2:24][CH2:25][CH:26]([CH2:28][CH2:29][CH2:30][CH:31]([CH3:33])[CH3:32])[CH3:27])[CH3:22])[CH3:17]. (3) Reactant: CC(C)([O-])C.[K+].[Cl-].[NH2:8][C:9]([NH2:11])=[NH2+:10].[CH2:12]([N:14]1[C:22](=[O:23])[C:21]2[C:16](=[CH:17][CH:18]=[CH:19][CH:20]=2)[CH:15]1[CH2:24][C:25](OCC)=[O:26])[CH3:13]. Product: [CH2:12]([N:14]1[C:22](=[O:23])[C:21]2[C:16](=[CH:17][CH:18]=[CH:19][CH:20]=2)[CH:15]1[CH2:24][C:25]([NH:10][C:9]([NH2:11])=[NH:8])=[O:26])[CH3:13]. The catalyst class is: 6.